From a dataset of Forward reaction prediction with 1.9M reactions from USPTO patents (1976-2016). Predict the product of the given reaction. (1) The product is: [CH2:1]([N:8]([C:9]1[CH:14]=[CH:13][C:12]([O:15][CH2:16][CH2:17][CH2:18][CH2:19][OH:20])=[CH:11][CH:10]=1)[C:34]([NH:33][C:25]1[C:24]([CH:21]([CH3:22])[CH3:23])=[CH:29][CH:28]=[CH:27][C:26]=1[CH:30]([CH3:32])[CH3:31])=[O:35])[C:2]1[CH:3]=[CH:4][CH:5]=[CH:6][CH:7]=1. Given the reactants [CH2:1]([NH:8][C:9]1[CH:14]=[CH:13][C:12]([O:15][CH2:16][CH2:17][CH2:18][CH2:19][OH:20])=[CH:11][CH:10]=1)[C:2]1[CH:7]=[CH:6][CH:5]=[CH:4][CH:3]=1.[CH:21]([C:24]1[CH:29]=[CH:28][CH:27]=[C:26]([CH:30]([CH3:32])[CH3:31])[C:25]=1[N:33]=[C:34]=[O:35])([CH3:23])[CH3:22], predict the reaction product. (2) Given the reactants [OH:1][NH:2][C:3](=[O:28])[C:4]1[CH:9]=[CH:8][C:7]([O:10][CH2:11][CH2:12][NH:13][C:14]([C:16]2[O:17][C:18]3[CH:27]=[CH:26][CH:25]=[CH:24][C:19]=3[C:20]=2[N:21]([CH3:23])[CH3:22])=[O:15])=[CH:6][CH:5]=1.[ClH:29].O, predict the reaction product. The product is: [ClH:29].[OH:1][NH:2][C:3](=[O:28])[C:4]1[CH:9]=[CH:8][C:7]([O:10][CH2:11][CH2:12][NH:13][C:14]([C:16]2[O:17][C:18]3[CH:27]=[CH:26][CH:25]=[CH:24][C:19]=3[C:20]=2[N:21]([CH3:23])[CH3:22])=[O:15])=[CH:6][CH:5]=1. (3) The product is: [CH3:20][O:21][C:22]([C@@H:23]([NH:24][C:25]([C:38]1[CH:43]=[CH:42][CH:41]=[CH:40][CH:39]=1)([C:26]1[CH:27]=[CH:28][CH:29]=[CH:30][CH:31]=1)[C:32]1[CH:37]=[CH:36][CH:35]=[CH:34][CH:33]=1)[CH2:44][N:6]1[C:5](=[O:7])[C:4]2([CH2:8][CH2:9][N:10]([C:13]([O:15][C:16]([CH3:19])([CH3:18])[CH3:17])=[O:14])[CH2:11][CH2:12]2)[NH:3][C:2]1=[O:1])=[O:46]. Given the reactants [O:1]=[C:2]1[NH:6][C:5](=[O:7])[C:4]2([CH2:12][CH2:11][N:10]([C:13]([O:15][C:16]([CH3:19])([CH3:18])[CH3:17])=[O:14])[CH2:9][CH2:8]2)[NH:3]1.[CH3:20][O:21][C:22](=[O:46])[C@H:23]([CH2:44]O)[NH:24][C:25]([C:38]1[CH:43]=[CH:42][CH:41]=[CH:40][CH:39]=1)([C:32]1[CH:37]=[CH:36][CH:35]=[CH:34][CH:33]=1)[C:26]1[CH:31]=[CH:30][CH:29]=[CH:28][CH:27]=1.C1(P(C2C=CC=CC=2)C2C=CC=CC=2)C=CC=CC=1.N(C(OCC)=O)=NC(OCC)=O, predict the reaction product. (4) Given the reactants C(O[C:6](=O)[N:7]([C@H:9]([C:11](=[O:43])[NH:12][C@@H:13]1[C:19](=[O:20])[N:18]([CH2:21][C:22]2[C:31]3[C:26](=[CH:27][CH:28]=[CH:29][CH:30]=3)[CH:25]=[CH:24][C:23]=2[C:32]#[C:33][C:34]2([OH:38])[CH2:37][O:36][CH2:35]2)[C:17]2[CH:39]=[CH:40][CH:41]=[CH:42][C:16]=2[CH2:15][CH2:14]1)[CH3:10])C)(C)(C)C.C(O)(C(F)(F)F)=O, predict the reaction product. The product is: [OH:38][C:34]1([C:33]#[C:32][C:23]2[CH:24]=[CH:25][C:26]3[C:31](=[CH:30][CH:29]=[CH:28][CH:27]=3)[C:22]=2[CH2:21][N:18]2[C:19](=[O:20])[C@@H:13]([NH:12][C:11](=[O:43])[C@@H:9]([NH:7][CH3:6])[CH3:10])[CH2:14][CH2:15][C:16]3[CH:42]=[CH:41][CH:40]=[CH:39][C:17]2=3)[CH2:37][O:36][CH2:35]1. (5) Given the reactants [C:1]([NH:9][C:10]1[CH:11]=[CH:12][C:13]2[N:17]=[C:16](N3CC4CN(C(OC(C)(C)C)=O)CC4C3)[N:15]([CH2:33][CH:34]=[C:35]([CH3:37])[CH3:36])[C:14]=2[CH:38]=1)(=[O:8])[C:2]1[CH:7]=[CH:6][CH:5]=[CH:4][CH:3]=1.F[C:40](F)(F)[C:41](O)=O, predict the reaction product. The product is: [CH:10]1([C:16]2[N:15]([CH2:33][CH:34]=[C:35]([CH3:36])[CH3:37])[C:14]3[CH:38]=[C:10]([NH:9][C:1](=[O:8])[C:2]4[CH:3]=[CH:4][CH:5]=[CH:6][CH:7]=4)[CH:11]=[CH:12][C:13]=3[N:17]=2)[C:38]2=[CH:14][NH:15][CH2:40][CH:41]2[CH2:1][NH:9]1.